Dataset: Catalyst prediction with 721,799 reactions and 888 catalyst types from USPTO. Task: Predict which catalyst facilitates the given reaction. (1) Reactant: [ClH:1].CN1C(C)=CC(=O)C(O)=C1COC.Cl.[CH3:16][N:17]1[C:22]([CH3:23])=[CH:21][C:20](=[O:24])[C:19]([O:25]CC2C=CC=CC=2)=[C:18]1[CH:33]([O:35][CH3:36])[CH3:34]. The catalyst class is: 45. Product: [ClH:1].[CH3:16][N:17]1[C:22]([CH3:23])=[CH:21][C:20](=[O:24])[C:19]([OH:25])=[C:18]1[CH:33]([O:35][CH3:36])[CH3:34]. (2) Product: [CH3:1][O:2][C:3](=[O:22])[C:4]1[CH:9]=[C:8]([C:10](=[O:13])[CH2:11][CH3:12])[C:7]([C:14]([F:17])([F:16])[F:15])=[CH:6][C:5]=1[NH:18][C:19](=[O:21])[CH3:20]. The catalyst class is: 2. Reactant: [CH3:1][O:2][C:3](=[O:22])[C:4]1[CH:9]=[C:8]([CH:10]([OH:13])[CH2:11][CH3:12])[C:7]([C:14]([F:17])([F:16])[F:15])=[CH:6][C:5]=1[NH:18][C:19](=[O:21])[CH3:20].CC(OI1(OC(C)=O)(OC(C)=O)OC(=O)C2C=CC=CC1=2)=O.S([O-])([O-])(=O)=S.[Na+].[Na+]. (3) Reactant: FC(F)(F)C(O)=O.C(OC(=O)[NH:14][C@@H:15]([CH2:33][N:34]1[CH2:39][C:38](=[O:40])[N:37]([C:41]2[CH:46]=[CH:45][CH:44]=[CH:43][C:42]=2[Cl:47])[CH2:36][C:35]1([CH3:49])[CH3:48])[C@@H:16]([OH:32])[CH2:17][C@H:18]([C:22](=[O:31])[NH:23][CH2:24][C:25]([C:28](=[O:30])[NH2:29])([CH3:27])[CH3:26])[CH:19]([CH3:21])[CH3:20])(C)(C)C.[C:51]([OH:58])(=[O:57])/[CH:52]=[CH:53]/[C:54]([OH:56])=[O:55].[C:59]([C:62]([CH3:94])([CH3:93])[CH2:63][NH:64][C:65](=[O:92])[C@H:66]([CH:89]([CH3:91])[CH3:90])[CH2:67][C@H:68]([OH:88])[C@@H:69]([NH2:87])[CH2:70][N:71]1[CH2:76][C:75](=[O:77])[N:74]([C:78]2[CH:83]=[CH:82][CH:81]=[CH:80][C:79]=2[Cl:84])[CH2:73][C:72]1([CH3:86])[CH3:85])(=[O:61])[NH2:60]. Product: [C:51]([OH:58])(=[O:57])/[CH:52]=[CH:53]/[C:54]([OH:56])=[O:55].[C:28]([C:25]([CH3:26])([CH3:27])[CH2:24][NH:23][C:22](=[O:31])[C@H:18]([CH:19]([CH3:20])[CH3:21])[CH2:17][C@H:16]([OH:32])[C@@H:15]([NH2:14])[CH2:33][N:34]1[CH2:39][C:38](=[O:40])[N:37]([C:41]2[CH:46]=[CH:45][CH:44]=[CH:43][C:42]=2[Cl:47])[CH2:36][C:35]1([CH3:48])[CH3:49])(=[O:30])[NH2:29].[NH2:87][C@@H:69]([CH2:70][N:71]1[CH2:76][C:75](=[O:77])[N:74]([C:78]2[CH:83]=[CH:82][CH:81]=[CH:80][C:79]=2[Cl:84])[CH2:73][C:72]1([CH3:85])[CH3:86])[C@@H:68]([OH:88])[CH2:67][C@@H:66]([CH:89]([CH3:90])[CH3:91])[C:65]([NH:64][CH2:63][C:62]([CH3:94])([C:59](=[O:61])[NH2:60])[CH3:93])=[O:92]. The catalyst class is: 61.